From a dataset of Reaction yield outcomes from USPTO patents with 853,638 reactions. Predict the reaction yield, written as a fraction of the theoretical maximum amount of product (1.0 means a 100% yield; for example, 0.34 means a 34% yield). (1) The reactants are [OH:1][C@@H:2]1[CH2:5][C@H:4]([N:6]2[C:11](=[O:12])[C:10]([CH2:13][C:14]3[CH:19]=[CH:18][C:17]([C:20]4[CH:25]=[CH:24][CH:23]=[CH:22][C:21]=4[C:26]4[NH:30][C:29](=[O:31])[O:28][N:27]=4)=[CH:16][CH:15]=3)=[C:9]([CH2:32][CH2:33][CH3:34])[N:8]3[N:35]=[CH:36][N:37]=[C:7]23)[CH2:3]1.CC(OI1(OC(C)=O)(OC(C)=O)OC(=O)C2C=CC=CC1=2)=O.C(=O)([O-])O.[Na+].S([O-])([O-])(=O)=S.[Na+].[Na+]. The catalyst is C(#N)C. The product is [O:1]=[C:2]1[CH2:3][CH:4]([N:6]2[C:11](=[O:12])[C:10]([CH2:13][C:14]3[CH:19]=[CH:18][C:17]([C:20]4[CH:25]=[CH:24][CH:23]=[CH:22][C:21]=4[C:26]4[NH:30][C:29](=[O:31])[O:28][N:27]=4)=[CH:16][CH:15]=3)=[C:9]([CH2:32][CH2:33][CH3:34])[N:8]3[N:35]=[CH:36][N:37]=[C:7]23)[CH2:5]1. The yield is 0.780. (2) The reactants are [CH2:1]([N:3]1[C:7]([N:8]2[CH2:14][CH2:13][CH2:12][C@H:11]([NH:15][C:16](=[O:21])[C:17]([F:20])([F:19])[F:18])[CH2:10][CH2:9]2)=[C:6]([N+:22]([O-])=O)[CH:5]=[N:4]1)[CH3:2].[C:25]([O:29][C:30]([NH:32][C:33]1[S:37][C:36]([C:38]2[C:43]([F:44])=[CH:42][CH:41]=[CH:40][C:39]=2[F:45])=[N:35][C:34]=1[C:46](O)=[O:47])=[O:31])([CH3:28])([CH3:27])[CH3:26]. No catalyst specified. The product is [F:45][C:39]1[CH:40]=[CH:41][CH:42]=[C:43]([F:44])[C:38]=1[C:36]1[S:37][C:33]([NH:32][C:30](=[O:31])[O:29][C:25]([CH3:27])([CH3:26])[CH3:28])=[C:34]([C:46](=[O:47])[NH:22][C:6]2[CH:5]=[N:4][N:3]([CH2:1][CH3:2])[C:7]=2[N:8]2[CH2:14][CH2:13][CH2:12][C@H:11]([NH:15][C:16](=[O:21])[C:17]([F:20])([F:19])[F:18])[CH2:10][CH2:9]2)[N:35]=1. The yield is 0.660. (3) The reactants are Cl[C:2]1[C:11]2[C:6](=[CH:7][C:8]([O:14][CH2:15][CH2:16][CH2:17][N:18]3[CH2:23][CH2:22][CH2:21][CH2:20][CH2:19]3)=[C:9]([O:12][CH3:13])[CH:10]=2)[N:5]=[CH:4][N:3]=1.C(=O)([O-])[O-].[K+].[K+].[OH:30][C:31]1[CH:39]=[CH:38][CH:37]=[C:36]2[C:32]=1[CH:33]=[CH:34][NH:35]2. The catalyst is CC(N(C)C)=O. The product is [NH:35]1[C:36]2[C:32](=[C:31]([O:30][C:2]3[C:11]4[C:6](=[CH:7][C:8]([O:14][CH2:15][CH2:16][CH2:17][N:18]5[CH2:23][CH2:22][CH2:21][CH2:20][CH2:19]5)=[C:9]([O:12][CH3:13])[CH:10]=4)[N:5]=[CH:4][N:3]=3)[CH:39]=[CH:38][CH:37]=2)[CH:33]=[CH:34]1. The yield is 0.510. (4) The reactants are C([N:8]1[CH2:12][CH2:11][CH:10]([C:13]2[CH:18]=[CH:17][N:16]=[CH:15][CH:14]=2)[CH2:9]1)C1C=CC=CC=1.[C:19]([O-:22])([OH:21])=O.[Na+].[CH2:24](N(CC)CC)C.[C:39](O[C:39]([O:41][C:42]([CH3:45])([CH3:44])[CH3:43])=[O:40])([O:41][C:42]([CH3:45])([CH3:44])[CH3:43])=[O:40].[CH2:46]1[CH2:50]OC[CH2:47]1. The catalyst is C(O)(=O)C.FC(F)(F)C(O)=O.[Pd]. The product is [C:46]([O:21][C:19]([N:16]1[CH2:15][CH2:14][CH:13]([CH:10]2[CH2:11][CH2:12][N:8]([C:39]([O:41][C:42]([CH3:43])([CH3:44])[CH3:45])=[O:40])[CH2:9]2)[CH2:18][CH2:17]1)=[O:22])([CH3:47])([CH3:50])[CH3:24]. The yield is 0.500. (5) The reactants are [F:1][C:2]([F:14])([F:13])[O:3][C:4]1[CH:12]=[CH:11][C:7]([C:8]([OH:10])=O)=[CH:6][CH:5]=1.CCN(C(C)C)C(C)C.CN(C(ON1N=NC2C=CC=NC1=2)=[N+](C)C)C.F[P-](F)(F)(F)(F)F.[NH2:48][C:49]([C:74]#[N:75])([CH3:73])[CH2:50][O:51][C:52]1[CH:53]=[CH:54][C:55]2[CH2:59][O:58][B:57]([OH:60])[C:56]=2[C:61]=1[O:62][CH2:63][CH2:64][NH:65][C:66](=[O:72])[O:67][C:68]([CH3:71])([CH3:70])[CH3:69]. The yield is 0.240. The product is [C:74]([C:49]([NH:48][C:8](=[O:10])[C:7]1[CH:6]=[CH:5][C:4]([O:3][C:2]([F:1])([F:14])[F:13])=[CH:12][CH:11]=1)([CH3:73])[CH2:50][O:51][C:52]1[CH:53]=[CH:54][C:55]2[CH2:59][O:58][B:57]([OH:60])[C:56]=2[C:61]=1[O:62][CH2:63][CH2:64][NH:65][C:66](=[O:72])[O:67][C:68]([CH3:69])([CH3:70])[CH3:71])#[N:75]. The catalyst is CN(C=O)C. (6) The reactants are O.[N+:2]([C:5]1[CH:10]=[CH:9][C:8]([N:11]2[CH2:16][CH2:15][N:14]([C:17]3[CH:24]=[CH:23][C:20]([CH:21]=O)=[CH:19][CH:18]=3)[CH2:13][CH2:12]2)=[CH:7][CH:6]=1)([O-:4])=[O:3].[NH:25]1[CH2:30][CH2:29][O:28][CH2:27][CH2:26]1.C([BH3-])#N.[Na+]. The catalyst is O1CCCC1.C(O)(=O)C. The product is [N+:2]([C:5]1[CH:6]=[CH:7][C:8]([N:11]2[CH2:12][CH2:13][N:14]([C:17]3[CH:24]=[CH:23][C:20]([CH2:21][N:25]4[CH2:30][CH2:29][O:28][CH2:27][CH2:26]4)=[CH:19][CH:18]=3)[CH2:15][CH2:16]2)=[CH:9][CH:10]=1)([O-:4])=[O:3]. The yield is 0.520. (7) The reactants are [OH:1][C:2]1[CH:3]=[CH:4][C:5]2[N:6](C(=O)C)[C:7]3[C:12]([S:13][C:14]=2[CH:15]=1)=[CH:11][C:10]([N+:16]([O-:18])=[O:17])=[CH:9][CH:8]=3.Br[CH2:23]/[CH:24]=[CH:25]/[I:26].C(=O)([O-])[O-].[Na+].[Na+]. The yield is 0.360. The product is [I:26]/[CH:25]=[CH:24]/[CH2:23][O:1][C:2]1[CH:3]=[CH:4][C:5]2[NH:6][C:7]3[C:12]([S:13][C:14]=2[CH:15]=1)=[CH:11][C:10]([N+:16]([O-:18])=[O:17])=[CH:9][CH:8]=3. The catalyst is CN(C)C=O. (8) The reactants are [CH3:1][O:2][C:3]1[CH:17]=[CH:16][C:6](/[N:7]=[C:8](/[C:10]2[CH:15]=[CH:14][CH:13]=[CH:12][CH:11]=2)\[CH3:9])=[CH:5][CH:4]=1. The catalyst is CC([O-])=O.CC([O-])=O.[Pd+2].CC([O-])=O.CC([O-])=O.[Cu+2]. The product is [CH3:1][O:2][C:3]1[CH:4]=[C:5]2[C:6](=[CH:16][CH:17]=1)[NH:7][C:8]([C:10]1[CH:11]=[CH:12][CH:13]=[CH:14][CH:15]=1)=[CH:9]2. The yield is 0.870. (9) The reactants are [Cl:1][C:2]1[CH:3]=[C:4]([CH:17]=[CH:18][C:19]=1[O:20][CH2:21][C:22]1[CH:27]=[CH:26][CH:25]=[C:24]([F:28])[CH:23]=1)[NH:5][C:6]1[C:15]2[C:10](=[CH:11][CH:12]=[CH:13][C:14]=2F)[N:9]=[CH:8][N:7]=1.[O:29]1[CH2:34][CH2:33][CH:32]([OH:35])[CH2:31][CH2:30]1. No catalyst specified. The product is [Cl:1][C:2]1[CH:3]=[C:4]([CH:17]=[CH:18][C:19]=1[O:20][CH2:21][C:22]1[CH:27]=[CH:26][CH:25]=[C:24]([F:28])[CH:23]=1)[NH:5][C:6]1[C:15]2[C:10](=[CH:11][CH:12]=[CH:13][C:14]=2[O:35][CH:32]2[CH2:33][CH2:34][O:29][CH2:30][CH2:31]2)[N:9]=[CH:8][N:7]=1. The yield is 0.530. (10) The reactants are [N:1]1([C:10]2[S:14][C:13]([C:15]([O:17]C)=[O:16])=[C:12]([N:19]([C:31]([O:33][CH2:34][C:35]3[CH:40]=[CH:39][CH:38]=[CH:37][CH:36]=3)=[O:32])[CH2:20][C:21]3[CH:26]=[CH:25][CH:24]=[CH:23][C:22]=3[C:27]([F:30])([F:29])[F:28])[CH:11]=2)[C:5]2[CH:6]=[CH:7][CH:8]=[CH:9][C:4]=2[N:3]=[CH:2]1.[Li+].[OH-].C(OCC)C.O. The catalyst is O1CCCC1. The product is [N:1]1([C:10]2[S:14][C:13]([C:15]([OH:17])=[O:16])=[C:12]([N:19]([C:31]([O:33][CH2:34][C:35]3[CH:40]=[CH:39][CH:38]=[CH:37][CH:36]=3)=[O:32])[CH2:20][C:21]3[CH:26]=[CH:25][CH:24]=[CH:23][C:22]=3[C:27]([F:28])([F:30])[F:29])[CH:11]=2)[C:5]2[CH:6]=[CH:7][CH:8]=[CH:9][C:4]=2[N:3]=[CH:2]1. The yield is 0.970.